Dataset: Full USPTO retrosynthesis dataset with 1.9M reactions from patents (1976-2016). Task: Predict the reactants needed to synthesize the given product. (1) Given the product [I:17][C:10]1[CH:15]=[C:14]([C:3]2[CH:4]=[CH:5][S:1][CH:2]=2)[N:13]=[CH:12][N:11]=1, predict the reactants needed to synthesize it. The reactants are: [S:1]1[CH:5]=[CH:4][C:3](B(O)O)=[CH:2]1.Cl[C:10]1[CH:15]=[C:14](Cl)[N:13]=[CH:12][N:11]=1.[IH:17]. (2) Given the product [I:9][C:6]1[CH:7]=[CH:8][C:3]2[N:4]([C:16]([C:15]([O:14][CH2:12][CH3:13])=[O:18])=[N:2][N:1]=2)[N:5]=1, predict the reactants needed to synthesize it. The reactants are: [NH:1]([C:3]1[N:4]=[N:5][C:6]([I:9])=[CH:7][CH:8]=1)[NH2:2].CO.[CH2:12]([O:14][C:15](=[O:18])[CH:16]=O)[CH3:13].C(O)(=O)C.C(O)(=O)C.IC1C=CC=CC=1. (3) Given the product [CH:1]1([C:4]2[N:9]3[N:10]=[CH:11][C:12]([C:13]#[C:14][C:26]4[C:27]([F:37])=[CH:28][C:29]([F:36])=[C:30]([S:32]([NH2:35])(=[O:33])=[O:34])[CH:31]=4)=[C:8]3[N:7]=[C:6]([C:15]3[CH:16]=[CH:17][C:18]([C:21]([F:22])([F:23])[F:24])=[CH:19][CH:20]=3)[CH:5]=2)[CH2:3][CH2:2]1, predict the reactants needed to synthesize it. The reactants are: [CH:1]1([C:4]2[N:9]3[N:10]=[CH:11][C:12]([C:13]#[CH:14])=[C:8]3[N:7]=[C:6]([C:15]3[CH:20]=[CH:19][C:18]([C:21]([F:24])([F:23])[F:22])=[CH:17][CH:16]=3)[CH:5]=2)[CH2:3][CH2:2]1.Br[C:26]1[C:27]([F:37])=[CH:28][C:29]([F:36])=[C:30]([S:32]([NH2:35])(=[O:34])=[O:33])[CH:31]=1.